Dataset: NCI-60 drug combinations with 297,098 pairs across 59 cell lines. Task: Regression. Given two drug SMILES strings and cell line genomic features, predict the synergy score measuring deviation from expected non-interaction effect. (1) Drug 2: CC1=C(C(=CC=C1)Cl)NC(=O)C2=CN=C(S2)NC3=CC(=NC(=N3)C)N4CCN(CC4)CCO. Synergy scores: CSS=0.895, Synergy_ZIP=1.44, Synergy_Bliss=1.42, Synergy_Loewe=-4.91, Synergy_HSA=-3.39. Cell line: SF-295. Drug 1: C1=NC2=C(N=C(N=C2N1C3C(C(C(O3)CO)O)F)Cl)N. (2) Drug 1: CCC1(CC2CC(C3=C(CCN(C2)C1)C4=CC=CC=C4N3)(C5=C(C=C6C(=C5)C78CCN9C7C(C=CC9)(C(C(C8N6C)(C(=O)OC)O)OC(=O)C)CC)OC)C(=O)OC)O.OS(=O)(=O)O. Drug 2: C1=NC2=C(N1)C(=S)N=CN2. Cell line: SF-295. Synergy scores: CSS=39.2, Synergy_ZIP=0.369, Synergy_Bliss=-1.28, Synergy_Loewe=3.96, Synergy_HSA=1.74. (3) Drug 1: CCCS(=O)(=O)NC1=C(C(=C(C=C1)F)C(=O)C2=CNC3=C2C=C(C=N3)C4=CC=C(C=C4)Cl)F. Drug 2: CC1=C2C(C(=O)C3(C(CC4C(C3C(C(C2(C)C)(CC1OC(=O)C(C(C5=CC=CC=C5)NC(=O)OC(C)(C)C)O)O)OC(=O)C6=CC=CC=C6)(CO4)OC(=O)C)OC)C)OC. Cell line: ACHN. Synergy scores: CSS=61.5, Synergy_ZIP=16.4, Synergy_Bliss=16.6, Synergy_Loewe=7.70, Synergy_HSA=17.8. (4) Drug 1: C1=NC2=C(N1)C(=S)N=C(N2)N. Drug 2: C1=NC2=C(N1)C(=S)N=CN2. Cell line: SW-620. Synergy scores: CSS=14.5, Synergy_ZIP=-10.5, Synergy_Bliss=-6.76, Synergy_Loewe=-6.21, Synergy_HSA=-4.03. (5) Drug 1: CC1C(C(CC(O1)OC2CC(OC(C2O)C)OC3=CC4=CC5=C(C(=O)C(C(C5)C(C(=O)C(C(C)O)O)OC)OC6CC(C(C(O6)C)O)OC7CC(C(C(O7)C)O)OC8CC(C(C(O8)C)O)(C)O)C(=C4C(=C3C)O)O)O)O. Drug 2: CC(C)CN1C=NC2=C1C3=CC=CC=C3N=C2N. Cell line: UACC62. Synergy scores: CSS=6.80, Synergy_ZIP=-8.58, Synergy_Bliss=-16.3, Synergy_Loewe=-25.2, Synergy_HSA=-17.4. (6) Drug 1: CCC1=C2CN3C(=CC4=C(C3=O)COC(=O)C4(CC)O)C2=NC5=C1C=C(C=C5)O. Drug 2: CC12CCC3C(C1CCC2OP(=O)(O)O)CCC4=C3C=CC(=C4)OC(=O)N(CCCl)CCCl.[Na+]. Cell line: SR. Synergy scores: CSS=57.9, Synergy_ZIP=-1.49, Synergy_Bliss=-5.65, Synergy_Loewe=-7.08, Synergy_HSA=-4.72. (7) Drug 1: C1=NC(=NC(=O)N1C2C(C(C(O2)CO)O)O)N. Drug 2: C1CN(P(=O)(OC1)NCCCl)CCCl. Cell line: PC-3. Synergy scores: CSS=16.3, Synergy_ZIP=-3.66, Synergy_Bliss=-0.0777, Synergy_Loewe=-18.6, Synergy_HSA=1.11. (8) Drug 1: CN(CC1=CN=C2C(=N1)C(=NC(=N2)N)N)C3=CC=C(C=C3)C(=O)NC(CCC(=O)O)C(=O)O. Drug 2: CS(=O)(=O)OCCCCOS(=O)(=O)C. Cell line: U251. Synergy scores: CSS=32.9, Synergy_ZIP=19.9, Synergy_Bliss=36.4, Synergy_Loewe=-38.1, Synergy_HSA=6.48. (9) Drug 1: C1CCC(CC1)NC(=O)N(CCCl)N=O. Drug 2: C1CNP(=O)(OC1)N(CCCl)CCCl. Cell line: BT-549. Synergy scores: CSS=29.5, Synergy_ZIP=10.3, Synergy_Bliss=10.3, Synergy_Loewe=2.12, Synergy_HSA=9.20.